Dataset: Forward reaction prediction with 1.9M reactions from USPTO patents (1976-2016). Task: Predict the product of the given reaction. (1) Given the reactants [C:1]([O:5][C:6]([N:8]1[CH2:12][C@@H:11]([NH:13][C:14]([O:16][CH2:17][CH2:18][Si:19]([CH3:22])([CH3:21])[CH3:20])=[O:15])[C@H:10]([C:23](O)=[O:24])[CH2:9]1)=[O:7])([CH3:4])([CH3:3])[CH3:2].CSC.B.CO, predict the reaction product. The product is: [C:1]([O:5][C:6]([N:8]1[CH2:12][C@@H:11]([NH:13][C:14]([O:16][CH2:17][CH2:18][Si:19]([CH3:20])([CH3:22])[CH3:21])=[O:15])[C@H:10]([CH2:23][OH:24])[CH2:9]1)=[O:7])([CH3:4])([CH3:3])[CH3:2]. (2) Given the reactants C(O)(C(F)(F)F)=O.[NH2:8][C:9]1[CH:14]=[CH:13][C:12]([CH:15]2[CH2:20][CH2:19][N:18](C(OC(C)(C)C)=O)[CH2:17][CH2:16]2)=[CH:11][CH:10]=1, predict the reaction product. The product is: [NH:18]1[CH2:19][CH2:20][CH:15]([C:12]2[CH:13]=[CH:14][C:9]([NH2:8])=[CH:10][CH:11]=2)[CH2:16][CH2:17]1. (3) Given the reactants [NH2:1][CH2:2][CH2:3][CH2:4][NH:5][C:6](=[O:12])[O:7][C:8]([CH3:11])([CH3:10])[CH3:9].[Br:13][C:14]1[CH:21]=[CH:20][C:17]([CH:18]=O)=[C:16]([F:22])[CH:15]=1.C(O)(=O)C.[Na].C(=O)([O-])O.[Na+].[C:33](Cl)(=[O:42])[O:34][CH2:35][C:36]1[CH:41]=[CH:40][CH:39]=[CH:38][CH:37]=1, predict the reaction product. The product is: [Br:13][C:14]1[CH:21]=[CH:20][C:17]([CH2:18][N:1]([CH2:2][CH2:3][CH2:4][NH:5][C:6]([O:7][C:8]([CH3:9])([CH3:11])[CH3:10])=[O:12])[C:33](=[O:42])[O:34][CH2:35][C:36]2[CH:41]=[CH:40][CH:39]=[CH:38][CH:37]=2)=[C:16]([F:22])[CH:15]=1. (4) The product is: [N:9]1[CH:14]=[CH:13][CH:12]=[CH:11][C:10]=1[O:15][CH2:16][C:17]1[CH:22]=[CH:21][C:20]([CH2:23][C:24]2[CH:2]=[C:1]([C:3]3[CH:4]=[N:5][CH:6]=[CH:7][CH:8]=3)[O:26][N:25]=2)=[CH:19][CH:18]=1. Given the reactants [C:1]([C:3]1[CH:4]=[N:5][CH:6]=[CH:7][CH:8]=1)#[CH:2].[N:9]1[CH:14]=[CH:13][CH:12]=[CH:11][C:10]=1[O:15][CH2:16][C:17]1[CH:22]=[CH:21][C:20]([CH2:23][C:24](Cl)=[N:25][OH:26])=[CH:19][CH:18]=1.C(N(CC)CC)C, predict the reaction product. (5) Given the reactants [OH:1][N:2]=[C:3]([C:5]1[CH:10]=[CH:9][N:8]=[N:7][CH:6]=1)[NH2:4].[F:11][C:12]1[CH:20]=[CH:19][C:15]([C:16](Cl)=O)=[CH:14][CH:13]=1.N, predict the reaction product. The product is: [F:11][C:12]1[CH:20]=[CH:19][C:15]([C:16]2[O:1][N:2]=[C:3]([C:5]3[CH:10]=[CH:9][N:8]=[N:7][CH:6]=3)[N:4]=2)=[CH:14][CH:13]=1. (6) Given the reactants [O:1]1[CH2:6][CH2:5][N:4]([C:7]2[O:8][C:9]3[C:14]([C:15](=O)[CH:16]=2)=[CH:13][CH:12]=[CH:11][C:10]=3[C:18]2[CH:23]=[CH:22][CH:21]=[CH:20][CH:19]=2)[CH2:3][CH2:2]1.COC(Cl)[Cl:27], predict the reaction product. The product is: [Cl-:27].[Cl:27][C:15]1[C:14]2[C:9](=[C:10]([C:18]3[CH:23]=[CH:22][CH:21]=[CH:20][CH:19]=3)[CH:11]=[CH:12][CH:13]=2)[O+:8]=[C:7]([N:4]2[CH2:5][CH2:6][O:1][CH2:2][CH2:3]2)[CH:16]=1. (7) The product is: [O:31]([CH2:11][CH2:10][NH:13][C:14]([C:16]1[S:17][CH:18]=[CH:19][C:20]=1[NH:21][C:22]1[CH:27]=[CH:26][N:25]=[C:24]2[NH:28][CH:29]=[CH:30][C:23]=12)=[O:15])[C:32]1[CH:37]=[CH:36][CH:35]=[CH:34][CH:33]=1. Given the reactants C(OC(N1C[CH2:11][CH:10]([NH:13][C:14]([C:16]2[S:17][CH:18]=[CH:19][C:20]=2[NH:21][C:22]2[CH:27]=[CH:26][N:25]=[C:24]3[NH:28][CH:29]=[CH:30][C:23]=23)=[O:15])C1)=O)(C)(C)C.[O:31](CCN)[C:32]1[CH:37]=[CH:36][CH:35]=[CH:34][CH:33]=1, predict the reaction product.